Dataset: Catalyst prediction with 721,799 reactions and 888 catalyst types from USPTO. Task: Predict which catalyst facilitates the given reaction. (1) Reactant: [Li].C([N:9]1[C:14]2[CH:15]=[CH:16][CH:17]=[CH:18][C:13]=2[CH:12]=[CH:11][S:10]1(=[O:20])=[O:19])C1C=CC=CC=1.CCO.N. Product: [NH:9]1[C:14]2[CH:15]=[CH:16][CH:17]=[CH:18][C:13]=2[CH2:12][CH2:11][S:10]1(=[O:19])=[O:20]. The catalyst class is: 1. (2) Reactant: C[O:2][C:3](=O)[N:4]([CH2:12][CH2:13][C:14]1[CH:19]=[CH:18][C:17]([F:20])=[CH:16][C:15]=1[Br:21])[CH:5]([CH2:9][CH2:10][CH3:11])[CH2:6][CH2:7][CH3:8].FC(F)(F)S(OS(C(F)(F)F)(=O)=O)(=O)=O.C(=O)([O-])O.[Na+]. Product: [Br:21][C:15]1[CH:16]=[C:17]([F:20])[CH:18]=[C:19]2[C:14]=1[CH2:13][CH2:12][N:4]([CH:5]([CH2:9][CH2:10][CH3:11])[CH2:6][CH2:7][CH3:8])[C:3]2=[O:2]. The catalyst class is: 112. (3) Reactant: [F:1][C:2]1([F:16])[C:7](=O)[CH2:6][CH2:5][N:4]([C:9]([O:11][C:12]([CH3:15])([CH3:14])[CH3:13])=[O:10])[CH2:3]1.[CH2:17]([NH2:24])[C:18]1[CH:23]=[CH:22][CH:21]=[CH:20][CH:19]=1.[BH-](OC(C)=O)(OC(C)=O)OC(C)=O.[Na+]. Product: [CH2:17]([NH:24][CH:7]1[CH2:6][CH2:5][N:4]([C:9]([O:11][C:12]([CH3:15])([CH3:14])[CH3:13])=[O:10])[CH2:3][C:2]1([F:16])[F:1])[C:18]1[CH:23]=[CH:22][CH:21]=[CH:20][CH:19]=1. The catalyst class is: 2. (4) Reactant: [CH3:1][O:2][C:3]1[CH:4]=[C:5]2[C:10](=[CH:11][C:12]=1[O:13][CH3:14])[N:9]=[CH:8][CH:7]=[C:6]2[O:15][C:16]1[C:22]([CH3:23])=[CH:21][C:19]([NH2:20])=[C:18]([CH3:24])[CH:17]=1.C1(C)C=CC=CC=1.C(N(CC)CC)C.Cl[C:40](Cl)([O:42]C(=O)OC(Cl)(Cl)Cl)Cl.[F:51][C:52]1[CH:53]=[C:54]([CH:58]=[CH:59][CH:60]=1)[CH:55]([OH:57])[CH3:56]. Product: [CH3:1][O:2][C:3]1[CH:4]=[C:5]2[C:10](=[CH:11][C:12]=1[O:13][CH3:14])[N:9]=[CH:8][CH:7]=[C:6]2[O:15][C:16]1[C:22]([CH3:23])=[CH:21][C:19]([NH:20][C:40](=[O:42])[O:57][CH:55]([C:54]2[CH:58]=[CH:59][CH:60]=[C:52]([F:51])[CH:53]=2)[CH3:56])=[C:18]([CH3:24])[CH:17]=1. The catalyst class is: 2. (5) Reactant: [Br:1][C:2]1[CH:7]=[CH:6][C:5]([CH2:8][C:9]([C:11]2[CH:12]=[CH:13][C:14](=[O:18])[N:15]([CH3:17])[CH:16]=2)=[O:10])=[C:4]([Cl:19])[CH:3]=1.[H-].[Na+].[CH3:22]I. Product: [Br:1][C:2]1[CH:7]=[CH:6][C:5]([CH:8]([CH3:22])[C:9]([C:11]2[CH:12]=[CH:13][C:14](=[O:18])[N:15]([CH3:17])[CH:16]=2)=[O:10])=[C:4]([Cl:19])[CH:3]=1. The catalyst class is: 7.